Dataset: Peptide-MHC class II binding affinity with 134,281 pairs from IEDB. Task: Regression. Given a peptide amino acid sequence and an MHC pseudo amino acid sequence, predict their binding affinity value. This is MHC class II binding data. The peptide sequence is TMLLGMLMICSAA. The MHC is DRB4_0101 with pseudo-sequence DRB4_0103. The binding affinity (normalized) is 0.226.